From a dataset of NCI-60 drug combinations with 297,098 pairs across 59 cell lines. Regression. Given two drug SMILES strings and cell line genomic features, predict the synergy score measuring deviation from expected non-interaction effect. (1) Cell line: UACC-257. Drug 2: CCC1(CC2CC(C3=C(CCN(C2)C1)C4=CC=CC=C4N3)(C5=C(C=C6C(=C5)C78CCN9C7C(C=CC9)(C(C(C8N6C)(C(=O)OC)O)OC(=O)C)CC)OC)C(=O)OC)O.OS(=O)(=O)O. Synergy scores: CSS=22.3, Synergy_ZIP=-4.36, Synergy_Bliss=-0.464, Synergy_Loewe=-36.6, Synergy_HSA=-4.64. Drug 1: CN(C)C1=NC(=NC(=N1)N(C)C)N(C)C. (2) Cell line: RXF 393. Drug 1: C1=NC2=C(N=C(N=C2N1C3C(C(C(O3)CO)O)F)Cl)N. Drug 2: B(C(CC(C)C)NC(=O)C(CC1=CC=CC=C1)NC(=O)C2=NC=CN=C2)(O)O. Synergy scores: CSS=85.3, Synergy_ZIP=2.38, Synergy_Bliss=-0.373, Synergy_Loewe=-2.87, Synergy_HSA=-0.467. (3) Drug 1: CN(C)N=NC1=C(NC=N1)C(=O)N. Drug 2: CN(CCCl)CCCl.Cl. Cell line: NCI-H460. Synergy scores: CSS=21.9, Synergy_ZIP=-8.96, Synergy_Bliss=-2.10, Synergy_Loewe=-6.97, Synergy_HSA=-5.20. (4) Drug 1: C1=NC2=C(N=C(N=C2N1C3C(C(C(O3)CO)O)O)F)N. Drug 2: CC1=C(C(=CC=C1)Cl)NC(=O)C2=CN=C(S2)NC3=CC(=NC(=N3)C)N4CCN(CC4)CCO. Cell line: UACC-257. Synergy scores: CSS=1.87, Synergy_ZIP=0.408, Synergy_Bliss=2.30, Synergy_Loewe=-4.73, Synergy_HSA=-2.92. (5) Drug 1: CS(=O)(=O)C1=CC(=C(C=C1)C(=O)NC2=CC(=C(C=C2)Cl)C3=CC=CC=N3)Cl. Drug 2: C1C(C(OC1N2C=NC3=C2NC=NCC3O)CO)O. Cell line: SNB-19. Synergy scores: CSS=4.74, Synergy_ZIP=0.00470, Synergy_Bliss=2.81, Synergy_Loewe=2.54, Synergy_HSA=2.68.